From a dataset of Full USPTO retrosynthesis dataset with 1.9M reactions from patents (1976-2016). Predict the reactants needed to synthesize the given product. (1) Given the product [N:16]1[C:21]2[C:20](=[CH:13][CH:8]=[CH:9][CH:10]=2)[CH:19]=[CH:18][C:17]=1[C:5]1[O:32][C:22]([C:23]2[CH:31]=[CH:30][CH:29]=[C:25]([C:26]3[O:27][C:5]([C:6]4[CH:15]=[CH:14][C:13]5[C:8](=[CH:9][CH:10]=[CH:11][CH:12]=5)[N:7]=4)=[N:4][N:3]=3)[CH:24]=2)=[N:3][N:4]=1, predict the reactants needed to synthesize it. The reactants are: N1N[N:3]=[N:4][C:5]=1[C:6]1[CH:15]=[CH:14][C:13]2[C:8](=[CH:9][CH:10]=[CH:11][CH:12]=2)[N:7]=1.[N:16]1[CH:21]=[CH:20][CH:19]=[CH:18][CH:17]=1.[C:22](Cl)(=[O:32])[C:23]1[CH:31]=[CH:30][CH:29]=[C:25]([C:26](Cl)=[O:27])[CH:24]=1.O. (2) Given the product [Br:2][C:3]1[C:11]2[CH2:10][O:9][C:8](=[O:12])[C:7]=2[CH:6]=[CH:5][C:4]=1/[CH:13]=[CH:14]/[CH:15]1[CH2:20][CH2:19][N:18]([C:33](=[O:34])[CH2:32][C:29]2[CH:28]=[CH:27][C:26]([N:21]3[CH:25]=[N:24][N:23]=[N:22]3)=[CH:31][CH:30]=2)[CH2:17][CH2:16]1, predict the reactants needed to synthesize it. The reactants are: [Cl-].[Br:2][C:3]1[C:11]2[CH2:10][O:9][C:8](=[O:12])[C:7]=2[CH:6]=[CH:5][C:4]=1/[CH:13]=[CH:14]/[CH:15]1[CH2:20][CH2:19][NH2+:18][CH2:17][CH2:16]1.[N:21]1([C:26]2[CH:31]=[CH:30][C:29]([CH2:32][C:33](O)=[O:34])=[CH:28][CH:27]=2)[CH:25]=[N:24][N:23]=[N:22]1. (3) Given the product [CH2:1]([CH:3]([CH2:19][C:20]1[CH:25]=[CH:24][C:23]([O:26][CH3:27])=[C:22]([CH2:28][C:29](=[O:41])[NH:30][C:31]2[CH:32]=[CH:33][C:34]([C:37]([F:39])([F:40])[F:38])=[CH:35][CH:36]=2)[CH:21]=1)[C:4]([OH:45])=[O:44])[CH3:2], predict the reactants needed to synthesize it. The reactants are: [CH2:1]([CH:3]([CH2:19][C:20]1[CH:25]=[CH:24][C:23]([O:26][CH3:27])=[C:22]([CH2:28][C:29](=[O:41])[NH:30][C:31]2[CH:36]=[CH:35][C:34]([C:37]([F:40])([F:39])[F:38])=[CH:33][CH:32]=2)[CH:21]=1)[C:4](N1[C@@H](CC2C=CC=CC=2)COC1=O)=O)[CH3:2].OO.[OH2:44].[OH-:45].[Li+].S([O-])(O)=O.[Na+]. (4) The reactants are: C(OC([NH:8][C@H:9]([CH:38]1[CH2:43][CH2:42][CH2:41][CH2:40][CH2:39]1)[CH2:10][N:11]1[C:16](=[O:17])[C:15]([C:18]2[CH:23]=[CH:22][CH:21]=[C:20]([O:24][CH3:25])[C:19]=2[F:26])=[C:14]([CH3:27])[N:13]([CH2:28][C:29]2[C:34]([F:35])=[CH:33][CH:32]=[CH:31][C:30]=2[F:36])[C:12]1=[O:37])=O)(C)(C)C.C(O)(C(F)(F)F)=O. Given the product [NH2:8][C@H:9]([CH:38]1[CH2:43][CH2:42][CH2:41][CH2:40][CH2:39]1)[CH2:10][N:11]1[C:16](=[O:17])[C:15]([C:18]2[CH:23]=[CH:22][CH:21]=[C:20]([O:24][CH3:25])[C:19]=2[F:26])=[C:14]([CH3:27])[N:13]([CH2:28][C:29]2[C:30]([F:36])=[CH:31][CH:32]=[CH:33][C:34]=2[F:35])[C:12]1=[O:37], predict the reactants needed to synthesize it.